Dataset: Forward reaction prediction with 1.9M reactions from USPTO patents (1976-2016). Task: Predict the product of the given reaction. (1) Given the reactants [CH3:1][O:2][C:3]([C@@H:5]1[CH2:21][C@:8]2([O:12][C:11](=[O:13])[N:10]([C:14]3[CH:19]=[CH:18][CH:17]=[C:16]([Cl:20])[CH:15]=3)[CH2:9]2)[CH2:7][NH:6]1)=[O:4].[CH:22]1([O:27][C:28]([NH:30][C@@H:31]([C:35]([CH3:38])([CH3:37])[CH3:36])[C:32](O)=[O:33])=[O:29])[CH2:26][CH2:25][CH2:24][CH2:23]1, predict the reaction product. The product is: [CH3:1][O:2][C:3]([C@@H:5]1[CH2:21][C@:8]2([O:12][C:11](=[O:13])[N:10]([C:14]3[CH:19]=[CH:18][CH:17]=[C:16]([Cl:20])[CH:15]=3)[CH2:9]2)[CH2:7][N:6]1[C:32](=[O:33])[C@@H:31]([NH:30][C:28]([O:27][CH:22]1[CH2:26][CH2:25][CH2:24][CH2:23]1)=[O:29])[C:35]([CH3:38])([CH3:37])[CH3:36])=[O:4]. (2) Given the reactants C([O:3][C:4](=O)[CH2:5][C:6]([C:8]1[CH:13]=[CH:12][N:11]=[C:10]([Cl:14])[CH:9]=1)=O)C.S(O)(O)(=O)=O.[CH3:21][S:22][C:23](=[NH:25])[NH2:24], predict the reaction product. The product is: [Cl:14][C:10]1[CH:9]=[C:8]([C:6]2[N:24]=[C:23]([S:22][CH3:21])[NH:25][C:4](=[O:3])[CH:5]=2)[CH:13]=[CH:12][N:11]=1. (3) Given the reactants [O:1]=[C:2]1[C:10]2[C:5](=[CH:6][CH:7]=[CH:8][CH:9]=2)[C:4](=[S:11])[N:3]1[CH:12]([CH2:17][CH2:18][C:19]([O:21]C)=O)[C:13](OC)=[O:14].FC(F)(F)C([NH2:27])=O.ON1C2C=CC=CC=2N=N1.Cl.CN(C)CCCN=C=NCC.C(N(CC)CC)C, predict the reaction product. The product is: [S:11]=[C:4]1[C:5]2[C:10](=[CH:9][CH:8]=[CH:7][CH:6]=2)[C:2](=[O:1])[N:3]1[CH:12]1[CH2:17][CH2:18][C:19](=[O:21])[NH:27][C:13]1=[O:14]. (4) Given the reactants [CH:1]([CH:4]1[C:12]2[C:7](=[CH:8][CH:9]=[CH:10][CH:11]=2)[N:6]([CH3:13])[C:5]1=[O:14])([CH3:3])[CH3:2].[N+:15]([O-])([OH:17])=[O:16], predict the reaction product. The product is: [CH:1]([CH:4]1[C:12]2[C:7](=[CH:8][CH:9]=[C:10]([N+:15]([O-:17])=[O:16])[CH:11]=2)[N:6]([CH3:13])[C:5]1=[O:14])([CH3:3])[CH3:2]. (5) Given the reactants [OH:1][C:2]1[CH:17]=[CH:16][C:5]([CH2:6][CH2:7][NH:8][C:9](=[O:15])[O:10][C:11]([CH3:14])([CH3:13])[CH3:12])=[CH:4][CH:3]=1.[Cl:18][C:19]1[C:24]([Cl:25])=[CH:23][C:22]([Cl:26])=[C:21](Cl)[N:20]=1.C(=O)([O-])[O-].[K+].[K+], predict the reaction product. The product is: [Cl:26][C:22]1[C:21]([O:1][C:2]2[CH:17]=[CH:16][C:5]([CH2:6][CH2:7][NH:8][C:9](=[O:15])[O:10][C:11]([CH3:14])([CH3:12])[CH3:13])=[CH:4][CH:3]=2)=[N:20][C:19]([Cl:18])=[C:24]([Cl:25])[CH:23]=1. (6) The product is: [C:5]([O:9][C:10]([N:12]1[CH2:13][CH2:14][CH:15]([NH:18][C:19]2[CH:24]=[CH:23][C:22]([NH2:25])=[CH:21][N:20]=2)[CH2:16][CH2:17]1)=[O:11])([CH3:8])([CH3:6])[CH3:7]. Given the reactants Cl[Sn]Cl.O.[C:5]([O:9][C:10]([N:12]1[CH2:17][CH2:16][CH:15]([NH:18][C:19]2[CH:24]=[CH:23][C:22]([N+:25]([O-])=O)=[CH:21][N:20]=2)[CH2:14][CH2:13]1)=[O:11])([CH3:8])([CH3:7])[CH3:6], predict the reaction product. (7) Given the reactants [CH3:1][CH:2]([N:4]1[CH2:9][CH2:8][CH:7]([CH2:10][CH:11]2[CH2:16][CH2:15][NH:14][CH2:13][CH2:12]2)[CH2:6][CH2:5]1)[CH3:3].Cl[C:18]1[N:19]=[CH:20][C:21]([C:24]([O:26][CH3:27])=[O:25])=[N:22][CH:23]=1.C(=O)([O-])[O-].[K+].[K+], predict the reaction product. The product is: [CH3:3][CH:2]([N:4]1[CH2:9][CH2:8][CH:7]([CH2:10][CH:11]2[CH2:12][CH2:13][N:14]([C:18]3[N:19]=[CH:20][C:21]([C:24]([O:26][CH3:27])=[O:25])=[N:22][CH:23]=3)[CH2:15][CH2:16]2)[CH2:6][CH2:5]1)[CH3:1]. (8) Given the reactants [Cl:1][C:2]1[CH:3]=[CH:4][C:5]([I:11])=[C:6]([CH:10]=1)[C:7]([OH:9])=[O:8].O=S(Cl)Cl.[CH3:16]N(C=O)C, predict the reaction product. The product is: [Cl:1][C:2]1[CH:3]=[CH:4][C:5]([I:11])=[C:6]([CH:10]=1)[C:7]([O:9][CH3:16])=[O:8]. (9) The product is: [Cl:1][C:2]1[CH:10]=[CH:9][CH:8]=[C:7]2[C:3]=1[C:4]1([CH2:18][O:19][C:21]3[CH:22]=[C:23]4[C:24](=[CH:28][C:20]1=3)[CH2:25][CH2:26][O:27]4)[C:5](=[O:17])[N:6]2[CH2:11][C:12]([O:14][CH2:15][CH3:16])=[O:13]. Given the reactants [Cl:1][C:2]1[CH:10]=[CH:9][CH:8]=[C:7]2[C:3]=1[C:4]([C:20]1[C:21](O)=[CH:22][C:23]3[O:27][CH2:26][CH2:25][C:24]=3[CH:28]=1)([CH2:18][OH:19])[C:5](=[O:17])[N:6]2[CH2:11][C:12]([O:14][CH2:15][CH3:16])=[O:13].ClC1C=CC(Cl)=C2C=1C(C1C(O)=CC3OCOC=3C=1)(CO)C(=O)N2CCCCC, predict the reaction product. (10) Given the reactants [C:1]([C@@H:3]([NH:22][C:23]([C@@H:25]1[CH2:31][N:30](C(OC(C)(C)C)=O)[CH2:29][CH2:28][CH2:27][O:26]1)=[O:24])[CH2:4][C:5]1[CH:10]=[CH:9][C:8]([C:11]2[CH:16]=[CH:15][CH:14]=[C:13]([O:17][S:18]([CH3:21])(=[O:20])=[O:19])[CH:12]=2)=[CH:7][CH:6]=1)#[N:2], predict the reaction product. The product is: [CH3:21][S:18]([O:17][C:13]1[CH:12]=[C:11]([C:8]2[CH:9]=[CH:10][C:5]([CH2:4][C@@H:3]([C:1]#[N:2])[NH:22][C:23]([C@@H:25]3[CH2:31][NH:30][CH2:29][CH2:28][CH2:27][O:26]3)=[O:24])=[CH:6][CH:7]=2)[CH:16]=[CH:15][CH:14]=1)(=[O:19])=[O:20].